From a dataset of Reaction yield outcomes from USPTO patents with 853,638 reactions. Predict the reaction yield, written as a fraction of the theoretical maximum amount of product (1.0 means a 100% yield; for example, 0.34 means a 34% yield). The reactants are Br[C:2]1[CH:11]=[CH:10]C=C2[C:3]=1[CH:4]=[CH:5]C=[C:7]2[CH2:12][OH:13].C1C=CC(P(C2C=CC=CC=2)C2C=CC=CC=2)=CC=1.[C:33]([O:37]C(NC(NC(OC(C)(C)C)=O)=N)=O)(C)(C)[CH3:34].CC(OC(/N=N/C(OC(C)C)=O)=O)C. The yield is 0.900. The product is [CH3:34][CH2:33][O:37][C:12]([CH3:7])=[O:13].[CH3:10][CH2:11][CH2:2][CH2:3][CH2:4][CH3:5]. The catalyst is C1(C)C=CC=CC=1.O.